From a dataset of Full USPTO retrosynthesis dataset with 1.9M reactions from patents (1976-2016). Predict the reactants needed to synthesize the given product. (1) Given the product [ClH:41].[CH:1]([O:4][C:5]1[CH:10]=[CH:9][C:8]([C:11]([N:13]2[CH2:14][CH2:15][C:16]3([CH2:23][N:22]([CH3:33])[CH2:21][CH:20]([C:24]4[CH:29]=[CH:28][CH:27]=[CH:26][CH:25]=4)[O:19]3)[CH2:17][CH2:18]2)=[O:12])=[CH:7][C:6]=1[CH3:30])([CH3:3])[CH3:2], predict the reactants needed to synthesize it. The reactants are: [CH:1]([O:4][C:5]1[CH:10]=[CH:9][C:8]([C:11]([N:13]2[CH2:18][CH2:17][C:16]3([CH2:23][NH:22][CH2:21][CH:20]([C:24]4[CH:29]=[CH:28][CH:27]=[CH:26][CH:25]=4)[O:19]3)[CH2:15][CH2:14]2)=[O:12])=[CH:7][C:6]=1[CH3:30])([CH3:3])[CH3:2].IC.[CH2:33](N(CC)CC)C.C(Cl)[Cl:41]. (2) Given the product [Cl:1][C:2]1[CH:7]=[CH:6][C:5]([N:8]2[CH2:9][CH2:10][N:11]([C:14]3[CH:15]=[C:16]([CH:20]4[C:29]([CH3:30])([CH3:31])[CH2:28][C:27]5[C:22](=[CH:23][CH:24]=[C:25]([C:32]([NH:39][S:36]([CH3:35])(=[O:38])=[O:37])=[O:33])[CH:26]=5)[NH:21]4)[CH:17]=[CH:18][CH:19]=3)[CH2:12][CH2:13]2)=[CH:4][CH:3]=1, predict the reactants needed to synthesize it. The reactants are: [Cl:1][C:2]1[CH:7]=[CH:6][C:5]([N:8]2[CH2:13][CH2:12][N:11]([C:14]3[CH:15]=[C:16]([CH:20]4[C:29]([CH3:31])([CH3:30])[CH2:28][C:27]5[C:22](=[CH:23][CH:24]=[C:25]([C:32](O)=[O:33])[CH:26]=5)[NH:21]4)[CH:17]=[CH:18][CH:19]=3)[CH2:10][CH2:9]2)=[CH:4][CH:3]=1.[CH3:35][S:36]([NH2:39])(=[O:38])=[O:37]. (3) Given the product [Br:1][CH2:2][C:3]1[C:11]2[C:10](=[O:12])[C:9]([C:13](=[O:17])[CH:14]([CH3:16])[CH3:15])=[CH:8][N:7]([CH2:18][C:19]3[C:20]([F:26])=[CH:21][CH:22]=[CH:23][C:24]=3[F:25])[C:6]=2[S:5][C:4]=1[C:27]1[CH:32]=[CH:31][C:30]([N+:33]([O-:35])=[O:34])=[CH:29][CH:28]=1, predict the reactants needed to synthesize it. The reactants are: [Br:1][CH2:2][C:3]1[C:11]2[C:10](=[O:12])[C:9]([C:13](=[O:17])[CH:14]([CH3:16])[CH3:15])=[CH:8][N:7]([CH2:18][C:19]3[C:24]([F:25])=[CH:23][CH:22]=[CH:21][C:20]=3[F:26])[C:6]=2[S:5][C:4]=1[C:27]1[CH:32]=[CH:31][CH:30]=[CH:29][CH:28]=1.[N+:33]([O-])([O-:35])=[O:34].[Na+].O. (4) Given the product [NH2:7][C:6]1[CH:14]=[CH:15][C:3]([O:2][CH3:1])=[CH:4][C:5]=1[S:10]([NH2:9])(=[O:11])=[O:12], predict the reactants needed to synthesize it. The reactants are: [CH3:1][O:2][C:3]1[CH:15]=[CH:14][C:6]2[NH:7]C(=O)[NH:9][S:10](=[O:12])(=[O:11])[C:5]=2[CH:4]=1.[OH-].[Na+]. (5) Given the product [CH:25]1([O:24][C:23]2[CH:22]=[CH:21][C:4]([C:5]([NH:7][C:8]3[CH:9]=[N:10][C:11]([C:14]4[CH:19]=[CH:18][CH:17]=[CH:16][C:15]=4[F:20])=[CH:12][CH:13]=3)=[O:6])=[CH:3][C:2]=2[NH:1][C:35](=[O:36])[CH2:34][N:28]2[CH2:33][CH2:32][O:31][CH2:30][CH2:29]2)[CH2:26][CH2:27]1, predict the reactants needed to synthesize it. The reactants are: [NH2:1][C:2]1[CH:3]=[C:4]([CH:21]=[CH:22][C:23]=1[O:24][CH:25]1[CH2:27][CH2:26]1)[C:5]([NH:7][C:8]1[CH:9]=[N:10][C:11]([C:14]2[CH:19]=[CH:18][CH:17]=[CH:16][C:15]=2[F:20])=[CH:12][CH:13]=1)=[O:6].[N:28]1([CH2:34][C:35](O)=[O:36])[CH2:33][CH2:32][O:31][CH2:30][CH2:29]1.C(N(C(C)C)C(C)C)C.C1CN([P+](ON2N=NC3C=CC=CC2=3)(N2CCCC2)N2CCCC2)CC1.F[P-](F)(F)(F)(F)F. (6) The reactants are: [CH2:1]1[CH:4]2[CH2:5][C:6]3[CH:7]=[CH:8][CH:9]=[CH:10][C:11]=3[CH:3]2[C:2]1=[O:12].[OH:13]O.[Na]. Given the product [O:13]1[C:2](=[O:12])[CH2:1][CH:4]2[CH2:5][CH:6]3[C:11]([CH:10]=[CH:9][CH:8]=[CH:7]3)=[C:3]12, predict the reactants needed to synthesize it.